This data is from Forward reaction prediction with 1.9M reactions from USPTO patents (1976-2016). The task is: Predict the product of the given reaction. (1) Given the reactants [Si:1]([O:8][CH2:9][C:10]1[S:14][C:13]([C:15]2[N:20]=[N:19][C:18](N)=[N:17][CH:16]=2)=[N:12][CH:11]=1)([C:4]([CH3:7])([CH3:6])[CH3:5])([CH3:3])[CH3:2].[Cl:22]C(Cl)C.N(OC(C)(C)C)=O, predict the reaction product. The product is: [Si:1]([O:8][CH2:9][C:10]1[S:14][C:13]([C:15]2[N:20]=[N:19][C:18]([Cl:22])=[N:17][CH:16]=2)=[N:12][CH:11]=1)([C:4]([CH3:7])([CH3:6])[CH3:5])([CH3:3])[CH3:2]. (2) Given the reactants [CH3:1][C:2]1[CH:7]=[CH:6][CH:5]=[C:4]([CH3:8])[C:3]=1[CH2:9][CH2:10][CH2:11]O.C(Br)(Br)(Br)[Br:14].C1C=CC(P(C2C=CC=CC=2)C2C=CC=CC=2)=CC=1, predict the reaction product. The product is: [Br:14][CH2:11][CH2:10][CH2:9][C:3]1[C:2]([CH3:1])=[CH:7][CH:6]=[CH:5][C:4]=1[CH3:8]. (3) Given the reactants [CH2:1]([C:3]1[S:4][CH:5]=[C:6](/[CH:8]=[CH:9]/[C:10]2[C:11]([O:21][CH2:22][C:23]3[CH:43]=[CH:42][C:26]([O:27][CH2:28][C:29]4[N:30]=[C:31]([C:35]5[CH:36]=[C:37]([NH2:41])[CH:38]=[CH:39][CH:40]=5)[O:32][C:33]=4[CH3:34])=[C:25]([O:44][CH3:45])[CH:24]=3)=[N:12][N:13]([C:15]3[CH:20]=[CH:19][CH:18]=[CH:17][CH:16]=3)[CH:14]=2)[N:7]=1)[CH3:2].[CH3:46][S:47](Cl)(=[O:49])=[O:48].C(N(CC)CC)C.C(=O)([O-])O.[Na+], predict the reaction product. The product is: [CH2:1]([C:3]1[S:4][CH:5]=[C:6](/[CH:8]=[CH:9]/[C:10]2[C:11]([O:21][CH2:22][C:23]3[CH:43]=[CH:42][C:26]([O:27][CH2:28][C:29]4[N:30]=[C:31]([C:35]5[CH:36]=[C:37]([NH:41][S:47]([CH3:46])(=[O:49])=[O:48])[CH:38]=[CH:39][CH:40]=5)[O:32][C:33]=4[CH3:34])=[C:25]([O:44][CH3:45])[CH:24]=3)=[N:12][N:13]([C:15]3[CH:16]=[CH:17][CH:18]=[CH:19][CH:20]=3)[CH:14]=2)[N:7]=1)[CH3:2]. (4) Given the reactants [OH:1][C:2]1[CH:3]=[CH:4][C:5]([C:8]([N:10]([O:12][CH3:13])[CH3:11])=[O:9])=[N:6][CH:7]=1.C([O-])([O-])=O.[K+].[K+].[CH2:20](Br)[C:21]1[CH:26]=[CH:25][CH:24]=[CH:23][CH:22]=1, predict the reaction product. The product is: [CH2:20]([O:1][C:2]1[CH:3]=[CH:4][C:5]([C:8]([N:10]([O:12][CH3:13])[CH3:11])=[O:9])=[N:6][CH:7]=1)[C:21]1[CH:26]=[CH:25][CH:24]=[CH:23][CH:22]=1. (5) Given the reactants COC(=O)C1[CH:9]=[C:8]([F:10])[CH:7]=[C:6]([F:11])[C:5]=1[C:12](=O)[CH:13]([C:31]1[N:35]([CH3:36])[N:34]=[CH:33][N:32]=1)[CH:14]([C:24]1[CH:29]=[CH:28][C:27]([F:30])=[CH:26][CH:25]=1)[CH2:15][O:16][N:17]1C(=O)CCC1=O.O.[NH2:40][NH2:41].[C:42]([OH:45])(=O)[CH3:43], predict the reaction product. The product is: [NH2:17][O:16][CH2:15][CH:14]([C:24]1[CH:29]=[CH:28][C:27]([F:30])=[CH:26][CH:25]=1)[CH:13]([C:12]1[C:5]2[C:43](=[CH:9][C:8]([F:10])=[CH:7][C:6]=2[F:11])[C:42](=[O:45])[NH:41][N:40]=1)[C:31]1[N:35]([CH3:36])[N:34]=[CH:33][N:32]=1. (6) Given the reactants [C:1]([O:5][C:6]([N:8]1[CH2:12][C@H:11]([O:13][C:14]2[C:15]3[S:29][CH:28]=[CH:27][C:16]=3[N:17]=[C:18]([C:20]3[N:24]([CH3:25])[N:23]=[C:22]([CH3:26])[CH:21]=3)[N:19]=2)[CH2:10][C@H:9]1[C:30](O)=[O:31])=[O:7])([CH3:4])([CH3:3])[CH3:2].[NH2:33][C@@H:34]([CH2:43][CH:44]1[CH2:47][CH2:46][CH2:45]1)[CH:35]([OH:42])[C:36]([NH:38][CH:39]1[CH2:41][CH2:40]1)=[O:37].CN(C(ON1N=NC2C=CC=NC1=2)=[N+](C)C)C.F[P-](F)(F)(F)(F)F.CCN(C(C)C)C(C)C, predict the reaction product. The product is: [CH:44]1([CH2:43][C@H:34]([NH:33][C:30]([C@@H:9]2[CH2:10][C@@H:11]([O:13][C:14]3[C:15]4[S:29][CH:28]=[CH:27][C:16]=4[N:17]=[C:18]([C:20]4[N:24]([CH3:25])[N:23]=[C:22]([CH3:26])[CH:21]=4)[N:19]=3)[CH2:12][N:8]2[C:6]([O:5][C:1]([CH3:2])([CH3:3])[CH3:4])=[O:7])=[O:31])[CH:35]([OH:42])[C:36]([NH:38][CH:39]2[CH2:40][CH2:41]2)=[O:37])[CH2:47][CH2:46][CH2:45]1. (7) Given the reactants [Cl:1][C:2]1[CH:3]=[C:4]([CH:7]=[C:8]([O:10][C:11]2[CH:16]=[C:15]([C:17]#[CH:18])[CH:14]=[CH:13][C:12]=2[Cl:19])[CH:9]=1)[C:5]#[N:6].I[C:21]1[C:29]2[C:24](=NC=CC=2)[N:23]([C:30]([O:32][C:33]([CH3:36])([CH3:35])[CH3:34])=[O:31])[N:22]=1, predict the reaction product. The product is: [C:33]([O:32][C:30]([N:23]1[C:24]2[CH:3]=[CH:4][CH:5]=[N:6][C:29]=2[C:21]([C:18]#[C:17][C:15]2[CH:14]=[CH:13][C:12]([Cl:19])=[C:11]([O:10][C:8]3[CH:7]=[C:4]([C:5]#[N:6])[CH:3]=[C:2]([Cl:1])[CH:9]=3)[CH:16]=2)=[N:22]1)=[O:31])([CH3:34])([CH3:35])[CH3:36]. (8) Given the reactants CC(C)([O-])C.[K+].[Br:7][C:8]1[C:9]([F:33])=[CH:10][C:11]([CH3:32])=[C:12]([CH2:14][C:15]([NH:17][C:18]2([C:28](OC)=[O:29])[CH2:27][CH2:26][C:21]3([O:25][CH2:24][CH2:23][O:22]3)[CH2:20][CH2:19]2)=[O:16])[CH:13]=1.Cl, predict the reaction product. The product is: [Br:7][C:8]1[C:9]([F:33])=[CH:10][C:11]([CH3:32])=[C:12]([C:14]2[C:15](=[O:16])[NH:17][C:18]3([C:28]=2[OH:29])[CH2:19][CH2:20][C:21]2([O:25][CH2:24][CH2:23][O:22]2)[CH2:26][CH2:27]3)[CH:13]=1.